Dataset: Reaction yield outcomes from USPTO patents with 853,638 reactions. Task: Predict the reaction yield, written as a fraction of the theoretical maximum amount of product (1.0 means a 100% yield; for example, 0.34 means a 34% yield). (1) The reactants are [OH:1][C:2]1[CH:20]=[CH:19][CH:18]=[C:17]([CH3:21])[C:3]=1[CH2:4][NH:5][C:6]1[C:7]2[N:8]([C:12]([CH3:16])=[C:13]([CH3:15])[N:14]=2)[CH:9]=[CH:10][CH:11]=1.[H-].[Li+].C1(=O)O[CH2:27][CH2:26][O:25]1. The catalyst is CN(C)C=O.[I-].C[N+](C)(C)C. The product is [CH3:15][C:13]1[N:14]=[C:7]2[C:6]([NH:5][CH2:4][C:3]3[C:17]([CH3:21])=[CH:18][CH:19]=[CH:20][C:2]=3[O:1][CH2:27][CH2:26][OH:25])=[CH:11][CH:10]=[CH:9][N:8]2[C:12]=1[CH3:16]. The yield is 0.410. (2) The reactants are Br[C:2]1[C:7]2[S:8][C:9]([C:11]3[C:16]([F:17])=[CH:15][CH:14]=[CH:13][C:12]=3[Cl:18])=[N:10][C:6]=2[CH:5]=[CH:4][N:3]=1.[CH:19]1([NH:22][C:23]([NH2:25])=[O:24])[CH2:21][CH2:20]1.CC1(C)C2C(=C(P(C3C=CC=CC=3)C3C=CC=CC=3)C=CC=2)OC2C(P(C3C=CC=CC=3)C3C=CC=CC=3)=CC=CC1=2.C([O-])([O-])=O.[Cs+].[Cs+]. The catalyst is O1CCOCC1.C1C=CC(/C=C/C(/C=C/C2C=CC=CC=2)=O)=CC=1.C1C=CC(/C=C/C(/C=C/C2C=CC=CC=2)=O)=CC=1.C1C=CC(/C=C/C(/C=C/C2C=CC=CC=2)=O)=CC=1.[Pd].[Pd]. The product is [Cl:18][C:12]1[CH:13]=[CH:14][CH:15]=[C:16]([F:17])[C:11]=1[C:9]1[S:8][C:7]2[C:2]([NH:25][C:23]([NH:22][CH:19]3[CH2:21][CH2:20]3)=[O:24])=[N:3][CH:4]=[CH:5][C:6]=2[N:10]=1. The yield is 0.260. (3) The reactants are [F:1][CH2:2][CH2:3][O:4][C:5]1[C:6]2[C:17]([C:18]3[CH:23]=[CH:22][CH:21]=[CH:20][CH:19]=3)=[C:16]([C:24]3[CH:29]=[CH:28][C:27]([C:30]4([NH:34][C:35](=[O:41])[O:36][C:37]([CH3:40])([CH3:39])[CH3:38])[CH2:33][CH2:32][CH2:31]4)=[CH:26][CH:25]=3)[O:15][C:7]=2[N:8]=[C:9](S(C)(=O)=O)[N:10]=1.[NH2:42][CH2:43][CH2:44][OH:45]. The yield is 0.720. The catalyst is O1CCCC1. The product is [F:1][CH2:2][CH2:3][O:4][C:5]1[C:6]2[C:17]([C:18]3[CH:23]=[CH:22][CH:21]=[CH:20][CH:19]=3)=[C:16]([C:24]3[CH:29]=[CH:28][C:27]([C:30]4([NH:34][C:35](=[O:41])[O:36][C:37]([CH3:40])([CH3:39])[CH3:38])[CH2:33][CH2:32][CH2:31]4)=[CH:26][CH:25]=3)[O:15][C:7]=2[N:8]=[C:9]([NH:42][CH2:43][CH2:44][OH:45])[N:10]=1. (4) The reactants are [C:1]([O:9][C:10]1[C:19]2[C:14](=[CH:15][CH:16]=[CH:17][CH:18]=2)[C:13]([OH:20])=[C:12]([CH3:21])[C:11]=1[CH2:22]/[CH:23]=[C:24](\[CH3:56])/[CH2:25][CH2:26]/[CH:27]=[C:28](\[CH3:55])/[CH2:29][CH2:30]/[CH:31]=[C:32](\[CH3:54])/[CH2:33][CH2:34]/[CH:35]=[C:36](\[CH3:53])/[CH2:37][CH2:38]/[CH:39]=[C:40](\[CH3:52])/[CH2:41][CH2:42]/[CH:43]=[C:44](\[CH3:51])/[CH2:45][CH2:46][CH:47]=[C:48]([CH3:50])[CH3:49])(=[O:8])[C:2]1[CH:7]=[CH:6][CH:5]=[CH:4][CH:3]=1.[P:57](Cl)([O:62][CH2:63][CH3:64])([O:59][CH2:60][CH3:61])=[O:58].CCN(CC)CC. The catalyst is C(Cl)Cl. The product is [C:1]([O:9][C:10]1[C:19]2[C:14](=[CH:15][CH:16]=[CH:17][CH:18]=2)[C:13]([O:20][P:57]([O:62][CH2:63][CH3:64])([O:59][CH2:60][CH3:61])=[O:58])=[C:12]([CH3:21])[C:11]=1[CH2:22]/[CH:23]=[C:24](\[CH3:56])/[CH2:25][CH2:26]/[CH:27]=[C:28](\[CH3:55])/[CH2:29][CH2:30]/[CH:31]=[C:32](\[CH3:54])/[CH2:33][CH2:34]/[CH:35]=[C:36](\[CH3:53])/[CH2:37][CH2:38]/[CH:39]=[C:40](\[CH3:52])/[CH2:41][CH2:42]/[CH:43]=[C:44](\[CH3:51])/[CH2:45][CH2:46][CH:47]=[C:48]([CH3:50])[CH3:49])(=[O:8])[C:2]1[CH:3]=[CH:4][CH:5]=[CH:6][CH:7]=1. The yield is 0.290. (5) The reactants are [N:1]1[C:10]2[C:5](=[CH:6][CH:7]=[CH:8][CH:9]=2)[CH:4]=[CH:3][C:2]=1[CH2:11][C:12]#[N:13].[H-].[Na+].Cl[C:17]1[CH:26]=[CH:25][C:24]2[C:19](=[CH:20][CH:21]=[CH:22][CH:23]=2)[N:18]=1. The catalyst is C1(C)C=CC=CC=1. The product is [N:1]1[C:10]2[C:5](=[CH:6][CH:7]=[CH:8][CH:9]=2)[CH:4]=[CH:3][C:2]=1[CH:11]([C:17]1[CH:26]=[CH:25][C:24]2[C:19](=[CH:20][CH:21]=[CH:22][CH:23]=2)[N:18]=1)[C:12]#[N:13]. The yield is 0.576. (6) The reactants are C(NC(C)C)(C)C.[Li]CCCC.[F:13][C:14]1[CH:15]=[N:16][CH:17]=[CH:18][CH:19]=1.CON(C)[C:23]([CH:25]1[CH2:29][CH2:28][O:27][CH2:26]1)=[O:24]. The catalyst is C1COCC1. The product is [F:13][C:14]1[CH:15]=[N:16][CH:17]=[CH:18][C:19]=1[C:23]([CH:25]1[CH2:29][CH2:28][O:27][CH2:26]1)=[O:24]. The yield is 0.100.